Task: Predict the product of the given reaction.. Dataset: Forward reaction prediction with 1.9M reactions from USPTO patents (1976-2016) (1) Given the reactants Cl[C:2]1[N:7]=[C:6]([C:8]#[N:9])[C:5]([N+:10]([O-:12])=[O:11])=[CH:4][CH:3]=1.[CH3:13][O:14][C:15]1[CH:16]=[C:17](B(O)O)[CH:18]=[CH:19][C:20]=1[O:21][CH3:22].C(=O)([O-])[O-].[K+].[K+], predict the reaction product. The product is: [CH3:13][O:14][C:15]1[CH:16]=[C:17]([C:2]2[N:7]=[C:6]([C:8]#[N:9])[C:5]([N+:10]([O-:12])=[O:11])=[CH:4][CH:3]=2)[CH:18]=[CH:19][C:20]=1[O:21][CH3:22]. (2) Given the reactants [CH2:1]([O:3][C:4](=[O:21])[CH2:5][C:6]1[C:14]2[C:9]3=[C:10]([S:15][CH2:16][CH2:17][N:8]3[C:7]=1[C:18]([OH:20])=[O:19])[CH:11]=[CH:12][CH:13]=2)[CH3:2].CO.[Si](C=[N+]=[N-])(C)(C)[CH3:25], predict the reaction product. The product is: [CH2:1]([O:3][C:4](=[O:21])[CH2:5][C:6]1[C:14]2[C:9]3=[C:10]([S:15][CH2:16][CH2:17][N:8]3[C:7]=1[C:18]([O:20][CH3:25])=[O:19])[CH:11]=[CH:12][CH:13]=2)[CH3:2]. (3) Given the reactants O1CCCC1.[Cl:6][C:7]1[C:8]([O:17][C:18]2[CH:24]=[CH:23][C:21]([NH2:22])=[CH:20][C:19]=2[CH3:25])=[N:9][CH:10]=[C:11]([C:13]([F:16])([F:15])[F:14])[CH:12]=1.C(N(CC)CC)C.[Cl:33][C:34]1[CH:42]=[CH:41][C:40]([N+:43]([O-:45])=[O:44])=[CH:39][C:35]=1[C:36](Cl)=[O:37], predict the reaction product. The product is: [Cl:6][C:7]1[C:8]([O:17][C:18]2[CH:24]=[CH:23][C:21]([NH:22][C:36](=[O:37])[C:35]3[CH:39]=[C:40]([N+:43]([O-:45])=[O:44])[CH:41]=[CH:42][C:34]=3[Cl:33])=[CH:20][C:19]=2[CH3:25])=[N:9][CH:10]=[C:11]([C:13]([F:16])([F:14])[F:15])[CH:12]=1. (4) Given the reactants [O:1]=[C:2]([CH2:9][CH3:10])[CH2:3][C:4]([O:6][CH2:7][CH3:8])=[O:5].C(=O)([O-])[O-].[K+].[K+].Br[CH:18]([CH2:24][CH2:25][CH3:26])[C:19]([O:21][CH2:22][CH3:23])=[O:20].Cl, predict the reaction product. The product is: [C:2]([CH:3]([CH:18]([CH2:24][CH2:25][CH3:26])[C:19]([O:21][CH2:22][CH3:23])=[O:20])[C:4]([O:6][CH2:7][CH3:8])=[O:5])(=[O:1])[CH2:9][CH3:10]. (5) Given the reactants [CH2:1]([O:5][C:6]1[C:15]([F:16])=[C:14]2[C:9]([C:10]3[CH:21]=[CH:20][C:19]([CH:22]4[CH2:27][CH2:26][CH:25]([CH2:28][CH2:29][CH2:30][CH2:31][CH3:32])[CH2:24][CH2:23]4)=[C:18]([F:33])[C:11]=3[C:12](=O)[O:13]2)=[CH:8][CH:7]=1)[CH2:2][CH2:3][CH3:4].COC1C=CC(P2(SP(C3C=CC(OC)=CC=3)(=S)S2)=[S:43])=CC=1, predict the reaction product. The product is: [CH2:1]([O:5][C:6]1[C:15]([F:16])=[C:14]2[C:9]([C:10]3[CH:21]=[CH:20][C:19]([CH:22]4[CH2:27][CH2:26][CH:25]([CH2:28][CH2:29][CH2:30][CH2:31][CH3:32])[CH2:24][CH2:23]4)=[C:18]([F:33])[C:11]=3[C:12](=[S:43])[O:13]2)=[CH:8][CH:7]=1)[CH2:2][CH2:3][CH3:4]. (6) Given the reactants [CH:1](I)([CH3:3])[CH3:2].[F:5][C:6]1([F:50])[CH2:11][CH2:10][CH:9]([C:12]2[C:21]3[CH:20]([OH:22])[CH2:19][C:18]([CH3:24])([CH3:23])[CH2:17][C:16]=3[N:15]=[C:14]([CH:25]3[CH2:30][CH2:29][N:28]([C:31]4[N:36]=[CH:35][C:34]([OH:37])=[CH:33][N:32]=4)[CH2:27][CH2:26]3)[C:13]=2[CH:38]([F:49])[C:39]2[CH:44]=[CH:43][C:42]([C:45]([F:48])([F:47])[F:46])=[CH:41][CH:40]=2)[CH2:8][CH2:7]1, predict the reaction product. The product is: [F:50][C:6]1([F:5])[CH2:7][CH2:8][CH:9]([C:12]2[C:21]3[CH:20]([OH:22])[CH2:19][C:18]([CH3:23])([CH3:24])[CH2:17][C:16]=3[N:15]=[C:14]([CH:25]3[CH2:26][CH2:27][N:28]([C:31]4[N:36]=[CH:35][C:34]([O:37][CH:1]([CH3:3])[CH3:2])=[CH:33][N:32]=4)[CH2:29][CH2:30]3)[C:13]=2[CH:38]([F:49])[C:39]2[CH:40]=[CH:41][C:42]([C:45]([F:47])([F:46])[F:48])=[CH:43][CH:44]=2)[CH2:10][CH2:11]1. (7) Given the reactants Br[C:2]1[C:7]([F:8])=[CH:6][C:5]([C:9]2[CH:18]=[C:17]3[C:12]([CH:13]=[C:14]([NH:19][C:20]([CH:22]4[CH2:24][CH2:23]4)=[O:21])[N:15]=[CH:16]3)=[CH:11][CH:10]=2)=[C:4]([CH3:25])[CH:3]=1.F[B-](F)(F)F.F[B-](F)(F)F.C1(P(C2CCCCC2)CCCP(C2CCCCC2)C2CCCCC2)CCCCC1.[C:65](=[O:68])([O-])[O-:66].[K+].[K+].[CH3:71]O, predict the reaction product. The product is: [CH:22]1([C:20]([NH:19][C:14]2[N:15]=[CH:16][C:17]3[C:12]([CH:13]=2)=[CH:11][CH:10]=[C:9]([C:5]2[C:4]([CH3:25])=[CH:3][C:2]([C:65]([O:66][CH3:71])=[O:68])=[C:7]([F:8])[CH:6]=2)[CH:18]=3)=[O:21])[CH2:24][CH2:23]1. (8) Given the reactants Cl[C:2]1[N:3]=[C:4]([NH:27][CH:28]2[CH2:30][CH2:29]2)[C:5]2[C:10]([C:11]3[CH:16]=[CH:15][N:14]=[CH:13][CH:12]=3)=[CH:9][N:8](S(C3C=CC(C)=CC=3)(=O)=O)[C:6]=2[N:7]=1.[NH2:31][C:32]1[CH:40]=[CH:39][C:35]([C:36]([NH2:38])=[O:37])=[CH:34][CH:33]=1.C[Si](Cl)(C)C, predict the reaction product. The product is: [CH:28]1([NH:27][C:4]2[C:5]3[C:10]([C:11]4[CH:12]=[CH:13][N:14]=[CH:15][CH:16]=4)=[CH:9][NH:8][C:6]=3[N:7]=[C:2]([NH:31][C:32]3[CH:40]=[CH:39][C:35]([C:36]([NH2:38])=[O:37])=[CH:34][CH:33]=3)[N:3]=2)[CH2:29][CH2:30]1.